This data is from NCI-60 drug combinations with 297,098 pairs across 59 cell lines. The task is: Regression. Given two drug SMILES strings and cell line genomic features, predict the synergy score measuring deviation from expected non-interaction effect. (1) Drug 1: CN(CC1=CN=C2C(=N1)C(=NC(=N2)N)N)C3=CC=C(C=C3)C(=O)NC(CCC(=O)O)C(=O)O. Drug 2: B(C(CC(C)C)NC(=O)C(CC1=CC=CC=C1)NC(=O)C2=NC=CN=C2)(O)O. Cell line: CCRF-CEM. Synergy scores: CSS=60.7, Synergy_ZIP=-6.64, Synergy_Bliss=-12.7, Synergy_Loewe=-14.3, Synergy_HSA=-11.4. (2) Drug 1: CC(CN1CC(=O)NC(=O)C1)N2CC(=O)NC(=O)C2. Drug 2: C(=O)(N)NO. Cell line: A549. Synergy scores: CSS=31.7, Synergy_ZIP=-1.03, Synergy_Bliss=-1.26, Synergy_Loewe=-15.8, Synergy_HSA=0.0334. (3) Drug 1: COC1=CC(=CC(=C1O)OC)C2C3C(COC3=O)C(C4=CC5=C(C=C24)OCO5)OC6C(C(C7C(O6)COC(O7)C8=CC=CS8)O)O. Drug 2: C1=CC=C(C=C1)NC(=O)CCCCCCC(=O)NO. Cell line: HCT-15. Synergy scores: CSS=48.9, Synergy_ZIP=-1.07, Synergy_Bliss=1.69, Synergy_Loewe=-16.9, Synergy_HSA=2.75. (4) Drug 1: CC1=CC=C(C=C1)C2=CC(=NN2C3=CC=C(C=C3)S(=O)(=O)N)C(F)(F)F. Drug 2: C(CCl)NC(=O)N(CCCl)N=O. Cell line: HCT116. Synergy scores: CSS=13.9, Synergy_ZIP=-3.21, Synergy_Bliss=-0.540, Synergy_Loewe=0.963, Synergy_HSA=1.49. (5) Drug 1: C1=NC2=C(N=C(N=C2N1C3C(C(C(O3)CO)O)F)Cl)N. Drug 2: CC12CCC3C(C1CCC2O)C(CC4=C3C=CC(=C4)O)CCCCCCCCCS(=O)CCCC(C(F)(F)F)(F)F. Cell line: 786-0. Synergy scores: CSS=0.0880, Synergy_ZIP=0.795, Synergy_Bliss=0.0318, Synergy_Loewe=-1.58, Synergy_HSA=-1.45. (6) Drug 1: CC(CN1CC(=O)NC(=O)C1)N2CC(=O)NC(=O)C2. Drug 2: C1C(C(OC1N2C=C(C(=O)NC2=O)F)CO)O. Cell line: K-562. Synergy scores: CSS=44.7, Synergy_ZIP=-4.70, Synergy_Bliss=-3.70, Synergy_Loewe=0.325, Synergy_HSA=1.87.